This data is from Catalyst prediction with 721,799 reactions and 888 catalyst types from USPTO. The task is: Predict which catalyst facilitates the given reaction. (1) Reactant: [CH3:1][N:2](C)[C:3]1[CH:8]=[CH:7][CH:6]=[CH:5][CH:4]=1.FC(F)(F)S(O[C:16]1[C:21]([CH3:22])=[CH:20][CH:19]=[C:18]([CH3:23])[C:17]=1[Si](C)(C)C)(=O)=O.[F-].[K+].C1OCCOCCOCCOCCOCCOC1. Product: [CH3:1][N:2]([C:3]1[CH:8]=[CH:7][CH:6]=[CH:5][CH:4]=1)[C:17]1[CH:16]=[C:21]([CH3:22])[CH:20]=[CH:19][C:18]=1[CH3:23]. The catalyst class is: 1. (2) Reactant: [CH3:1][O:2][C:3]1[CH:12]=[CH:11][C:10]2[C:5](=[CH:6][CH:7]=[C:8]([CH:13]([CH3:26])[C:14]([O:16][C:17]3[CH:22]=[CH:21][C:20]([C:23](=O)[NH2:24])=[CH:19][CH:18]=3)=[O:15])[CH:9]=2)[CH:4]=1.COC1C=CC(P2(SP(C3C=CC(OC)=CC=3)(=S)S2)=[S:36])=CC=1. Product: [CH3:1][O:2][C:3]1[CH:12]=[CH:11][C:10]2[C:5](=[CH:6][CH:7]=[C:8]([CH:13]([CH3:26])[C:14]([O:16][C:17]3[CH:22]=[CH:21][C:20]([C:23](=[S:36])[NH2:24])=[CH:19][CH:18]=3)=[O:15])[CH:9]=2)[CH:4]=1. The catalyst class is: 48. (3) Reactant: [CH3:1][N:2]([CH2:4][C:5]1([C:11]2[CH:16]=[CH:15][C:14]([OH:17])=[CH:13][CH:12]=2)[CH2:10][CH2:9][O:8][CH2:7][CH2:6]1)[CH3:3].[N:18]1([CH2:23][CH2:24][CH:25](O)[CH3:26])[CH2:22][CH2:21][CH2:20][CH2:19]1.C1C=CC(P(C2C=CC=CC=2)C2C=CC=CC=2)=CC=1.CC(OC(/N=N/C(OC(C)C)=O)=O)C. Product: [CH3:3][N:2]([CH3:1])[CH2:4][C:5]1([C:11]2[CH:16]=[CH:15][C:14]([O:17][CH:25]([CH3:26])[CH2:24][CH2:23][N:18]3[CH2:22][CH2:21][CH2:20][CH2:19]3)=[CH:13][CH:12]=2)[CH2:6][CH2:7][O:8][CH2:9][CH2:10]1. The catalyst class is: 1. (4) Reactant: [CH3:1][O:2][C:3]1[CH:8]=[CH:7][C:6]([C@:9]2([OH:24])[CH2:17][C@H:16]3[C@@:12]([CH3:23])([C@@H:13]([O:18][C:19]([CH3:22])([CH3:21])[CH3:20])[CH2:14][CH2:15]3)[CH2:11][CH2:10]2)=[CH:5][CH:4]=1.C[S-].[Na+].O. Product: [CH3:1][O:2][C:3]1[CH:4]=[CH:5][C:6]([C@:9]2([OH:24])[CH2:17][C@H:16]3[C@@:12]([CH3:23])([C@@H:13]([O:18][C:19]([CH3:21])([CH3:20])[CH3:22])[CH2:14][CH2:15]3)[CH2:11][CH2:10]2)=[CH:7][CH:8]=1.[CH3:1][O:2][C:3]1[CH:4]=[CH:5][C:6]([C@@:9]2([OH:24])[CH2:17][C@H:16]3[C@@:12]([CH3:23])([C@@H:13]([O:18][C:19]([CH3:21])([CH3:20])[CH3:22])[CH2:14][CH2:15]3)[CH2:11][CH2:10]2)=[CH:7][CH:8]=1. The catalyst class is: 9. (5) Reactant: [CH3:1][N:2]1[C:6]([NH2:7])=[CH:5][CH:4]=[N:3]1.[Br:8][CH:9]([CH:12]=O)[CH:10]=O. Product: [Br:8][C:9]1[CH:10]=[C:5]2[CH:4]=[N:3][N:2]([CH3:1])[C:6]2=[N:7][CH:12]=1. The catalyst class is: 15.